From a dataset of Reaction yield outcomes from USPTO patents with 853,638 reactions. Predict the reaction yield, written as a fraction of the theoretical maximum amount of product (1.0 means a 100% yield; for example, 0.34 means a 34% yield). The catalyst is CN(C=O)C.C1C=CC(P(C2C=CC=CC=2)[C-]2C=CC=C2)=CC=1.C1C=CC(P(C2C=CC=CC=2)[C-]2C=CC=C2)=CC=1.Cl[Pd]Cl.[Fe+2].O. The product is [CH3:28][C:19]1[CH:20]=[C:21]([C:2]2[N:11]=[C:10]([NH:12][C:13]3[NH:14][N:15]=[C:16]([CH3:18])[CH:17]=3)[C:9]3[C:4](=[CH:5][CH:6]=[CH:7][CH:8]=3)[N:3]=2)[CH:22]=[CH:23][CH:24]=1. The reactants are Cl[C:2]1[N:11]=[C:10]([NH:12][C:13]2[CH:17]=[C:16]([CH3:18])[NH:15][N:14]=2)[C:9]2[C:4](=[CH:5][CH:6]=[CH:7][CH:8]=2)[N:3]=1.[C:19]1([CH3:28])[CH:24]=[CH:23][CH:22]=[C:21](B(O)O)[CH:20]=1.C([O-])([O-])=O.[Na+].[Na+].C(P(C(C)(C)C)C(C)(C)C)(C)(C)C. The yield is 0.750.